The task is: Predict the reaction yield, written as a fraction of the theoretical maximum amount of product (1.0 means a 100% yield; for example, 0.34 means a 34% yield).. This data is from Reaction yield outcomes from USPTO patents with 853,638 reactions. (1) The reactants are [C:1]12([NH:11][C:12](=[O:24])[C:13]3[CH:18]=[CH:17][C:16](Cl)=[N:15][C:14]=3[S:20][CH2:21][CH2:22][CH3:23])[CH2:10][CH:5]3[CH2:6][CH:7]([CH2:9][CH:3]([CH2:4]3)[CH2:2]1)[CH2:8]2.[NH:25]1[CH2:30][CH2:29][CH2:28][C@@H:27]([CH2:31][C:32]([O:34][CH3:35])=[O:33])[CH2:26]1.Cl.C(=O)([O-])[O-].[K+].[K+]. The catalyst is C(#N)CCC.CCOC(C)=O. The product is [C:1]12([NH:11][C:12]([C:13]3[CH:18]=[CH:17][C:16]([N:25]4[CH2:30][CH2:29][CH2:28][C@@H:27]([CH2:31][C:32]([O:34][CH3:35])=[O:33])[CH2:26]4)=[N:15][C:14]=3[S:20][CH2:21][CH2:22][CH3:23])=[O:24])[CH2:10][CH:5]3[CH2:6][CH:7]([CH2:9][CH:3]([CH2:4]3)[CH2:2]1)[CH2:8]2. The yield is 0.440. (2) The reactants are [C:1]1([CH:7]([C:11]2[CH:16]=[CH:15][CH:14]=[CH:13][CH:12]=2)[CH2:8][CH2:9][NH2:10])[CH:6]=[CH:5][CH:4]=[CH:3][CH:2]=1.[S-:17][C:18]#[N:19].[NH4+]. The catalyst is BrC1C=CC=CC=1. The product is [C:11]1([CH:7]([C:1]2[CH:2]=[CH:3][CH:4]=[CH:5][CH:6]=2)[CH2:8][CH2:9][NH:10][C:18]([NH2:19])=[S:17])[CH:12]=[CH:13][CH:14]=[CH:15][CH:16]=1. The yield is 0.590. (3) The reactants are [F:1][C:2]1([F:65])[CH2:7][CH2:6][CH:5]([C:8]2[C:17]3[C@@H:16]([O:18]CC4C=CC(OC)=CC=4)[CH2:15][C:14]([CH3:29])([CH3:28])[CH2:13][C:12]=3[N:11]=[C:10]([CH:30]3[CH2:35][CH2:34][N:33]([C:36]4[N:41]=[CH:40][C:39]([O:42][CH2:43][C:44]5([CH3:52])[CH2:49][O:48]C(C)(C)[O:46][CH2:45]5)=[CH:38][N:37]=4)[CH2:32][CH2:31]3)[C:9]=2[C@@H:53]([F:64])[C:54]2[CH:59]=[CH:58][C:57]([C:60]([F:63])([F:62])[F:61])=[CH:56][CH:55]=2)[CH2:4][CH2:3]1.Cl.C(=O)([O-])O.[Na+]. The catalyst is O1CCOCC1. The product is [F:65][C:2]1([F:1])[CH2:3][CH2:4][CH:5]([C:8]2[C:17]3[C@@H:16]([OH:18])[CH2:15][C:14]([CH3:28])([CH3:29])[CH2:13][C:12]=3[N:11]=[C:10]([CH:30]3[CH2:35][CH2:34][N:33]([C:36]4[N:41]=[CH:40][C:39]([O:42][CH2:43][C:44]([CH2:49][OH:48])([CH3:52])[CH2:45][OH:46])=[CH:38][N:37]=4)[CH2:32][CH2:31]3)[C:9]=2[C@@H:53]([F:64])[C:54]2[CH:59]=[CH:58][C:57]([C:60]([F:61])([F:63])[F:62])=[CH:56][CH:55]=2)[CH2:6][CH2:7]1. The yield is 0.720. (4) The reactants are [Cl:1][C:2]1[N:10]=[C:9]2[C:5]([NH:6][CH:7]=[N:8]2)=[C:4]([Cl:11])[N:3]=1.[H-].[Na+].[H][H].[CH:16](I)([CH3:18])[CH3:17]. The catalyst is CN(C=O)C. The product is [Cl:1][C:2]1[N:10]=[C:9]2[C:5]([N:6]=[CH:7][N:8]2[CH:16]([CH3:18])[CH3:17])=[C:4]([Cl:11])[N:3]=1. The yield is 0.450. (5) The reactants are [Br:1][C:2]1[CH:10]=[CH:9][C:5]([C:6]([OH:8])=O)=[C:4](Cl)[CH:3]=1.[C:12]1([NH2:19])[C:13]([NH2:18])=[CH:14][CH:15]=[CH:16][CH:17]=1. The catalyst is ClC1C=CC=CC=1.[Cu]. The product is [Br:1][C:2]1[CH:10]=[CH:9][C:5]2[C:6](=[O:8])[NH:19][C:12]3[CH:17]=[CH:16][CH:15]=[CH:14][C:13]=3[NH:18][C:4]=2[CH:3]=1. The yield is 0.220.